From a dataset of Reaction yield outcomes from USPTO patents with 853,638 reactions. Predict the reaction yield, written as a fraction of the theoretical maximum amount of product (1.0 means a 100% yield; for example, 0.34 means a 34% yield). (1) The reactants are [C:1](=[O:4])([O-])[OH:2].[Na+].Cl.NO.[Cl:9][C:10]1[CH:15]=[CH:14][C:13]([C@@H:16]2[O:22][CH2:21][CH2:20][N:19]([C:23]([O:25][C:26]([CH3:29])([CH3:28])[CH3:27])=[O:24])[CH2:18][C@H:17]2[CH2:30][N:31]2[CH:36]=[CH:35][CH:34]=[C:33]([C:37]#[N:38])[C:32]2=[O:39])=[CH:12][C:11]=1[F:40].C1(C2CCCCCCCCCC=2)CCCCCCCCN[N:42]=1.C(N1C=CN=C1)(N1C=CN=C1)=O. The catalyst is CS(C)=O.O. The product is [Cl:9][C:10]1[CH:15]=[CH:14][C:13]([C@@H:16]2[O:22][CH2:21][CH2:20][N:19]([C:23]([O:25][C:26]([CH3:27])([CH3:28])[CH3:29])=[O:24])[CH2:18][C@H:17]2[CH2:30][N:31]2[CH:36]=[CH:35][CH:34]=[C:33]([C:37]3[NH:42][C:1](=[O:4])[O:2][N:38]=3)[C:32]2=[O:39])=[CH:12][C:11]=1[F:40]. The yield is 0.930. (2) The catalyst is CN(C=O)C. The product is [Br:1][C:2]1[CH:3]=[C:4]2[C:9](=[CH:10][CH:11]=1)[N:8]=[C:7]([Cl:21])[N:6]=[C:5]2[C:13]1[CH:18]=[CH:17][N:16]=[CH:15][CH:14]=1. The reactants are [Br:1][C:2]1[CH:3]=[C:4]2[C:9](=[CH:10][CH:11]=1)[NH:8][C:7](=O)[N:6]=[C:5]2[C:13]1[CH:18]=[CH:17][N:16]=[CH:15][CH:14]=1.S(Cl)([Cl:21])=O. The yield is 0.950.